This data is from Catalyst prediction with 721,799 reactions and 888 catalyst types from USPTO. The task is: Predict which catalyst facilitates the given reaction. (1) Reactant: Br[C:2]1[N:6]([CH:7]2[CH2:12][CH2:11][N:10]([C:13]([O:15][CH:16]([CH3:18])[CH3:17])=[O:14])[CH2:9][CH2:8]2)[N:5]=[CH:4][C:3]=1[CH2:19][O:20][C:21]1[CH:26]=[CH:25][C:24]([S:27]([CH3:30])(=[O:29])=[O:28])=[CH:23][C:22]=1[F:31].[Cu](C#N)[C:33]#[N:34].Cl.O. Product: [C:33]([C:2]1[N:6]([CH:7]2[CH2:12][CH2:11][N:10]([C:13]([O:15][CH:16]([CH3:18])[CH3:17])=[O:14])[CH2:9][CH2:8]2)[N:5]=[CH:4][C:3]=1[CH2:19][O:20][C:21]1[CH:26]=[CH:25][C:24]([S:27]([CH3:30])(=[O:29])=[O:28])=[CH:23][C:22]=1[F:31])#[N:34]. The catalyst class is: 42. (2) Reactant: [CH2:1]([C:8]1[CH:20]=[CH:19][C:11]([O:12][CH2:13][C@H:14]2[CH2:18][CH2:17][CH2:16][NH:15]2)=[CH:10][CH:9]=1)[C:2]1[CH:7]=[CH:6][CH:5]=[CH:4][CH:3]=1.Cl.[N:22]1[CH:27]=[CH:26][CH:25]=[CH:24][C:23]=1[CH2:28]Cl.C(N(CC)CC)C. Product: [CH2:1]([C:8]1[CH:20]=[CH:19][C:11]([O:12][CH2:13][C@H:14]2[CH2:18][CH2:17][CH2:16][N:15]2[CH2:28][C:23]2[CH:24]=[CH:25][CH:26]=[CH:27][N:22]=2)=[CH:10][CH:9]=1)[C:2]1[CH:3]=[CH:4][CH:5]=[CH:6][CH:7]=1. The catalyst class is: 3. (3) Reactant: [Br:1][C:2]1[CH:3]=[C:4]2[C:8](=[CH:9][CH:10]=1)[NH:7][CH:6]=[C:5]2[C:11]1[C:12](=[O:29])[NH:13][C:14](=[O:28])[C:15]=1[C:16]1[CH:17]=[C:18]2[C:23]3=[C:24]([CH2:26][CH2:27][N:22]3[CH2:21][CH2:20][CH2:19]2)[CH:25]=1.ClC1C(=O)C(C#N)=C(C#N)C(=O)C=1Cl.S([O-])([O-])=O.[Na+].[Na+]. Product: [Br:1][C:2]1[CH:3]=[C:4]2[C:8](=[CH:9][CH:10]=1)[NH:7][CH:6]=[C:5]2[C:11]1[C:12](=[O:29])[NH:13][C:14](=[O:28])[C:15]=1[C:16]1[CH:17]=[C:18]2[C:23]3=[C:24]([CH:26]=[CH:27][N:22]3[CH2:21][CH2:20][CH2:19]2)[CH:25]=1. The catalyst class is: 253. (4) Reactant: [CH2:1]([O:5][C:6]1[CH:11]=[CH:10][CH:9]=[CH:8][CH:7]=1)[CH:2]([CH3:4])[CH3:3].[Cl:12][S:13](O)(=[O:15])=[O:14]. Product: [CH2:1]([O:5][C:6]1[CH:11]=[CH:10][C:9]([S:13]([Cl:12])(=[O:15])=[O:14])=[CH:8][CH:7]=1)[CH:2]([CH3:4])[CH3:3]. The catalyst class is: 4.